From a dataset of Forward reaction prediction with 1.9M reactions from USPTO patents (1976-2016). Predict the product of the given reaction. (1) The product is: [CH3:20][C:15]1[C:14]([C:8]2[CH:7]=[C:6]3[C:11]([C:2]([NH:40][CH2:39][CH:36]4[CH2:37][CH2:38][O:33][CH2:34][CH2:35]4)=[C:3]([C:21]([NH2:23])=[O:22])[CH:4]=[N:5]3)=[CH:10][C:9]=2[O:12][CH3:13])=[C:18]([CH3:19])[O:17][N:16]=1. Given the reactants Cl[C:2]1[C:11]2[C:6](=[CH:7][C:8]([C:14]3[C:15]([CH3:20])=[N:16][O:17][C:18]=3[CH3:19])=[C:9]([O:12][CH3:13])[CH:10]=2)[N:5]=[CH:4][C:3]=1[C:21]([NH2:23])=[O:22].CCN(C(C)C)C(C)C.[O:33]1[CH2:38][CH2:37][CH:36]([CH2:39][NH2:40])[CH2:35][CH2:34]1, predict the reaction product. (2) Given the reactants [CH3:1][CH:2]([C@H:4]1[CH2:9][N:8]([C:10]2[CH:15]=[CH:14][C:13]([N+:16]([O-])=O)=[C:12]([O:19][CH3:20])[CH:11]=2)[CH2:7][CH2:6][N:5]1[CH2:21][CH2:22][S:23]([CH3:26])(=[O:25])=[O:24])[CH3:3], predict the reaction product. The product is: [CH3:3][CH:2]([C@@H:4]1[N:5]([CH2:21][CH2:22][S:23]([CH3:26])(=[O:24])=[O:25])[CH2:6][CH2:7][N:8]([C:10]2[CH:15]=[CH:14][C:13]([NH2:16])=[C:12]([O:19][CH3:20])[CH:11]=2)[CH2:9]1)[CH3:1]. (3) Given the reactants [CH3:1][CH:2]1[CH2:11][CH2:10][CH:9]2[CH:4]([CH2:5][CH2:6][CH2:7][CH2:8]2)[NH:3]1.[CH2:12]([I:14])[CH3:13].C(O)(C)C, predict the reaction product. The product is: [IH:14].[CH2:12]([NH+:3]1[CH:4]2[CH:9]([CH2:8][CH2:7][CH2:6][CH2:5]2)[CH2:10][CH2:11][CH:2]1[CH3:1])[CH3:13]. (4) Given the reactants [H-].[Na+].[O:3]=[C:4]1[NH:10][CH2:9][CH2:8][CH2:7][N:6]([C:11]([O:13][C:14]([CH3:17])([CH3:16])[CH3:15])=[O:12])[CH2:5]1.[CH2:18](Br)[C:19]1[CH:24]=[CH:23][CH:22]=[CH:21][CH:20]=1, predict the reaction product. The product is: [CH2:18]([N:10]1[CH2:9][CH2:8][CH2:7][N:6]([C:11]([O:13][C:14]([CH3:17])([CH3:16])[CH3:15])=[O:12])[CH2:5][C:4]1=[O:3])[C:19]1[CH:24]=[CH:23][CH:22]=[CH:21][CH:20]=1.